This data is from Peptide-MHC class I binding affinity with 185,985 pairs from IEDB/IMGT. The task is: Regression. Given a peptide amino acid sequence and an MHC pseudo amino acid sequence, predict their binding affinity value. This is MHC class I binding data. (1) The peptide sequence is ELKDLLNVTY. The MHC is HLA-A33:01 with pseudo-sequence HLA-A33:01. The binding affinity (normalized) is 0. (2) The peptide sequence is SDIAGTTSSV. The MHC is Mamu-B01 with pseudo-sequence Mamu-B01. The binding affinity (normalized) is 0. (3) The peptide sequence is VEIALYQPI. The MHC is HLA-A24:02 with pseudo-sequence HLA-A24:02. The binding affinity (normalized) is 0.0252. (4) The MHC is HLA-A02:03 with pseudo-sequence HLA-A02:03. The peptide sequence is KQYIVATLMK. The binding affinity (normalized) is 0.150. (5) The peptide sequence is NHINIELSL. The MHC is Mamu-A07 with pseudo-sequence Mamu-A07. The binding affinity (normalized) is 0.965. (6) The peptide sequence is MSDIFHALV. The MHC is HLA-A03:01 with pseudo-sequence HLA-A03:01. The binding affinity (normalized) is 0.